Task: Predict the reactants needed to synthesize the given product.. Dataset: Full USPTO retrosynthesis dataset with 1.9M reactions from patents (1976-2016) (1) The reactants are: [C:1]([O:5][C:6]([N:8]1[CH2:11][C:10]([C:13](=NN)[CH3:14])([CH3:12])[CH2:9]1)=[O:7])([CH3:4])([CH3:3])[CH3:2].C(N(CC)CC)C.[I:24]I. Given the product [C:1]([O:5][C:6]([N:8]1[CH2:11][C:10]([C:13]([I:24])=[CH2:14])([CH3:12])[CH2:9]1)=[O:7])([CH3:4])([CH3:3])[CH3:2], predict the reactants needed to synthesize it. (2) Given the product [CH2:24]([N:21]1[CH2:22][CH2:23][CH:18]([NH:17][C:2]2[C:11]3[C:6](=[CH:7][CH:8]=[C:9]([O:12][CH3:13])[CH:10]=3)[C:5]([CH2:14][O:15][CH3:16])=[N:4][N:3]=2)[CH2:19][CH2:20]1)[C:25]1[CH:26]=[CH:27][CH:28]=[CH:29][CH:30]=1, predict the reactants needed to synthesize it. The reactants are: Cl[C:2]1[C:11]2[C:6](=[CH:7][CH:8]=[C:9]([O:12][CH3:13])[CH:10]=2)[C:5]([CH2:14][O:15][CH3:16])=[N:4][N:3]=1.[NH2:17][CH:18]1[CH2:23][CH2:22][N:21]([CH2:24][C:25]2[CH:30]=[CH:29][CH:28]=[CH:27][CH:26]=2)[CH2:20][CH2:19]1. (3) Given the product [Br:1][C:2]1[CH:10]=[CH:9][C:5]([C:6]([NH:14][CH2:16][CH2:25][O:22][CH2:18][CH3:19])=[O:8])=[CH:4][C:3]=1[O:11][CH3:12], predict the reactants needed to synthesize it. The reactants are: [Br:1][C:2]1[CH:10]=[CH:9][C:5]([C:6]([OH:8])=O)=[CH:4][C:3]=1[O:11][CH3:12].C[N:14]([CH:16]=O)C.[C:18](Cl)(=[O:22])[C:19](Cl)=O.Cl[CH2:25]Cl. (4) Given the product [C:2](=[O:3])([S:13][C:12]1[CH:11]=[C:10]([CH3:14])[O:9][C:8]=1[CH3:7])[O:4][CH2:5][CH3:6], predict the reactants needed to synthesize it. The reactants are: Cl[C:2]([O:4][CH2:5][CH3:6])=[O:3].[CH3:7][C:8]1[O:9][C:10]([CH3:14])=[CH:11][C:12]=1[SH:13].[Cl-].C([NH+](CC)CC)C.Cl.